This data is from Full USPTO retrosynthesis dataset with 1.9M reactions from patents (1976-2016). The task is: Predict the reactants needed to synthesize the given product. (1) Given the product [CH:15]([CH:28]1[C:33](=[O:34])[CH2:32][CH2:31][N:30]([CH2:5][C:4]2[CH:7]=[C:8]([CH:11]([CH3:13])[CH3:12])[CH:9]=[CH:10][C:3]=2[O:2][CH3:1])[CH2:29]1)([C:22]1[CH:27]=[CH:26][CH:25]=[CH:24][CH:23]=1)[C:16]1[CH:17]=[CH:18][CH:19]=[CH:20][CH:21]=1, predict the reactants needed to synthesize it. The reactants are: [CH3:1][O:2][C:3]1[CH:10]=[CH:9][C:8]([CH:11]([CH3:13])[CH3:12])=[CH:7][C:4]=1[CH2:5]O.Cl.[CH:15]([CH:28]1[C:33](=[O:34])[CH2:32][CH2:31][NH:30][CH2:29]1)([C:22]1[CH:27]=[CH:26][CH:25]=[CH:24][CH:23]=1)[C:16]1[CH:21]=[CH:20][CH:19]=[CH:18][CH:17]=1.C(N(C(C)C)CC)(C)C.C(=O)(O)[O-].[Na+]. (2) Given the product [CH3:2][O:3][C:4](=[O:24])[CH2:5][C@H:6]1[CH2:7][CH2:8][C@H:9]([C:12]2[CH:13]=[CH:14][C:15]([NH:18][C:19](=[O:23])[CH2:20][CH2:21][NH:22][C:48]([C:46]3[N:47]=[C:43]([C:38]4[CH:39]=[CH:40][CH:41]=[CH:42][C:37]=4[Cl:36])[O:44][C:45]=3[CH3:51])=[O:49])=[CH:16][CH:17]=2)[CH2:10][CH2:11]1, predict the reactants needed to synthesize it. The reactants are: Cl.[CH3:2][O:3][C:4](=[O:24])[CH2:5][C@H:6]1[CH2:11][CH2:10][C@H:9]([C:12]2[CH:17]=[CH:16][C:15]([NH:18][C:19](=[O:23])[CH2:20][CH2:21][NH2:22])=[CH:14][CH:13]=2)[CH2:8][CH2:7]1.CCN=C=NCCCN(C)C.[Cl:36][C:37]1[CH:42]=[CH:41][CH:40]=[CH:39][C:38]=1[C:43]1[O:44][C:45]([CH3:51])=[C:46]([C:48](O)=[O:49])[N:47]=1.C1C=CC2N(O)N=NC=2C=1.C(N(C(C)C)C(C)C)C.C([O-])(O)=O.[Na+]. (3) Given the product [NH2:1][C:2]1[C:11]2[C:6](=[CH:7][CH:8]=[CH:9][C:10]=2[O:12][CH2:13][C:14]([CH3:18])([CH3:19])[C:15]([NH:30][CH:26]2[CH2:29][CH2:28][CH2:27]2)=[O:17])[N:5]=[C:4]([CH3:20])[C:3]=1[C:21]([O:23][CH2:24][CH3:25])=[O:22], predict the reactants needed to synthesize it. The reactants are: [NH2:1][C:2]1[C:11]2[C:6](=[CH:7][CH:8]=[CH:9][C:10]=2[O:12][CH2:13][C:14]([CH3:19])([CH3:18])[C:15]([OH:17])=O)[N:5]=[C:4]([CH3:20])[C:3]=1[C:21]([O:23][CH2:24][CH3:25])=[O:22].[CH:26]1([NH2:30])[CH2:29][CH2:28][CH2:27]1. (4) Given the product [CH3:47][O:48][C:49]([C:51]1[C:59]2[NH:58][C:57]([NH:60][C:11]([C:3]3[N:2]=[CH:1][C:10]4[C:5]([CH:4]=3)=[CH:6][CH:7]=[CH:8][CH:9]=4)=[O:13])=[N:56][C:55]=2[C:54]([O:61][CH3:62])=[CH:53][CH:52]=1)=[O:50], predict the reactants needed to synthesize it. The reactants are: [CH:1]1[C:10]2[C:5](=[CH:6][CH:7]=[CH:8][CH:9]=2)[CH:4]=[C:3]([C:11]([OH:13])=O)[N:2]=1.CN(C(ON1N=NC2C=CC=CC1=2)=[N+](C)C)C.F[P-](F)(F)(F)(F)F.CCN(C(C)C)C(C)C.[CH3:47][O:48][C:49]([C:51]1[C:59]2[N:58]=[C:57]([NH2:60])[NH:56][C:55]=2[C:54]([O:61][CH3:62])=[CH:53][CH:52]=1)=[O:50].